From a dataset of NCI-60 drug combinations with 297,098 pairs across 59 cell lines. Regression. Given two drug SMILES strings and cell line genomic features, predict the synergy score measuring deviation from expected non-interaction effect. Drug 2: C1C(C(OC1N2C=NC(=NC2=O)N)CO)O. Synergy scores: CSS=49.6, Synergy_ZIP=5.47, Synergy_Bliss=7.20, Synergy_Loewe=-13.1, Synergy_HSA=6.97. Cell line: RPMI-8226. Drug 1: CN(C)N=NC1=C(NC=N1)C(=O)N.